This data is from Forward reaction prediction with 1.9M reactions from USPTO patents (1976-2016). The task is: Predict the product of the given reaction. (1) Given the reactants [CH2:1]([C:3]1[C:8](=[O:9])[NH:7][C:6]([CH3:10])=[C:5]([C:11]2[CH:12]=[N:13][CH:14]=[C:15]([C:17]([OH:19])=O)[CH:16]=2)[CH:4]=1)[CH3:2].[O:20]=[C:21]1[N:25]([CH2:26][CH2:27][NH2:28])[C:24](=[O:29])[CH2:23][S:22]1, predict the reaction product. The product is: [O:20]=[C:21]1[N:25]([CH2:26][CH2:27][NH:28][C:17]([C:15]2[CH:16]=[C:11]([C:5]3[CH:4]=[C:3]([CH2:1][CH3:2])[C:8](=[O:9])[NH:7][C:6]=3[CH3:10])[CH:12]=[N:13][CH:14]=2)=[O:19])[C:24](=[O:29])[CH2:23][S:22]1. (2) The product is: [CH:10]1([S:9][C:4]2[C:3]([CH2:2][O:28][C:24]3[C:23]([F:29])=[CH:22][C:21]([CH2:20][CH2:19][C:18]([OH:30])=[O:17])=[CH:26][C:25]=3[F:27])=[CH:8][CH:7]=[CH:6][N:5]=2)[CH2:14][CH2:13][CH2:12][CH2:11]1. Given the reactants Cl[CH2:2][C:3]1[C:4]([S:9][CH:10]2[CH2:14][CH2:13][CH2:12][CH2:11]2)=[N:5][CH:6]=[CH:7][CH:8]=1.C([O:17][C:18](=[O:30])[CH2:19][CH2:20][C:21]1[CH:26]=[C:25]([F:27])[C:24]([OH:28])=[C:23]([F:29])[CH:22]=1)C, predict the reaction product. (3) Given the reactants [F:1][C:2]([F:12])([F:11])[S:3][CH2:4][CH2:5][C@@H:6]([C:8]([OH:10])=[O:9])[NH2:7].[CH3:13]O, predict the reaction product. The product is: [CH3:13][O:9][C:8](=[O:10])[C@H:6]([CH2:5][CH2:4][S:3][C:2]([F:11])([F:1])[F:12])[NH2:7]. (4) Given the reactants C([O:4][CH2:5][CH:6]([O:12][N+:13]([O-:15])=[O:14])[CH2:7][O:8][N+:9]([O-:11])=[O:10])(=O)C.[OH-].[Na+], predict the reaction product. The product is: [N+:9]([O-:11])([O:8][CH2:7][CH:6]([O:12][N+:13]([O-:15])=[O:14])[CH2:5][OH:4])=[O:10]. (5) Given the reactants [CH3:1][C:2]1[CH:7]=[CH:6][C:5]([NH:8][C:9](=[O:20])[C:10]2[CH:15]=[CH:14][CH:13]=[C:12]([C:16]([F:19])([F:18])[F:17])[CH:11]=2)=[CH:4][C:3]=1[C:21]1[CH:26]=[C:25]([N:27]2[CH2:32][CH2:31][O:30][CH2:29][CH2:28]2)[N:24]=[C:23](S(C)(=O)=O)[N:22]=1.C1[C:40]2(C[NH:42][CH2:41]2)CO1.C(N(CC)CC)C, predict the reaction product. The product is: [CH2:41]([NH:42][C:23]1[N:22]=[C:21]([C:3]2[CH:4]=[C:5]([NH:8][C:9](=[O:20])[C:10]3[CH:15]=[CH:14][CH:13]=[C:12]([C:16]([F:19])([F:18])[F:17])[CH:11]=3)[CH:6]=[CH:7][C:2]=2[CH3:1])[CH:26]=[C:25]([N:27]2[CH2:32][CH2:31][O:30][CH2:29][CH2:28]2)[N:24]=1)[CH3:40]. (6) Given the reactants C([O:8][C:9]1[CH:14]=[CH:13][C:12]([C:15]([N:17]2[CH2:22][CH2:21][O:20][CH2:19][CH2:18]2)=[O:16])=[C:11]([O:23][CH3:24])[CH:10]=1)C1C=CC=CC=1.C([O-])=O.[NH4+], predict the reaction product. The product is: [OH:8][C:9]1[CH:14]=[CH:13][C:12]([C:15]([N:17]2[CH2:18][CH2:19][O:20][CH2:21][CH2:22]2)=[O:16])=[C:11]([O:23][CH3:24])[CH:10]=1. (7) Given the reactants [NH2:1][C:2]1[C:7]([O:8][C:9]2[CH:14]=[C:13]([I:15])[C:12]([O:16][CH3:17])=[CH:11][C:10]=2[CH:18]([CH3:20])[CH3:19])=[CH:6][N:5]=[C:4]([NH:21][C:22](=[O:25])[CH2:23]Cl)[N:3]=1.[CH2:26]([NH:29][CH2:30][CH2:31][CH3:32])[CH2:27][CH3:28].[I-].[Na+], predict the reaction product. The product is: [NH2:1][C:2]1[C:7]([O:8][C:9]2[CH:14]=[C:13]([I:15])[C:12]([O:16][CH3:17])=[CH:11][C:10]=2[CH:18]([CH3:20])[CH3:19])=[CH:6][N:5]=[C:4]([NH:21][C:22](=[O:25])[CH2:23][N:29]([CH2:30][CH2:31][CH3:32])[CH2:26][CH2:27][CH3:28])[N:3]=1. (8) Given the reactants [F:1][C:2]([F:24])([F:23])[C:3]([C:9]1[CH:14]=[CH:13][C:12]([C:15]2[CH:20]=[CH:19][C:18]([CH:21]=O)=[CH:17][CH:16]=2)=[CH:11][CH:10]=1)([OH:8])[C:4]([F:7])([F:6])[F:5].[CH:25]1([N:28]2[CH2:33][CH2:32][NH:31][CH2:30][CH2:29]2)[CH2:27][CH2:26]1.C(=O)C1C=CN=CC=1, predict the reaction product. The product is: [CH:25]1([N:28]2[CH2:33][CH2:32][N:31]([CH2:21][C:18]3[CH:19]=[CH:20][C:15]([C:12]4[CH:13]=[CH:14][C:9]([C:3]([OH:8])([C:4]([F:7])([F:6])[F:5])[C:2]([F:24])([F:23])[F:1])=[CH:10][CH:11]=4)=[CH:16][CH:17]=3)[CH2:30][CH2:29]2)[CH2:27][CH2:26]1. (9) Given the reactants [F:1][C:2]1[CH:3]=[C:4]([CH:9]2[CH2:13][O:12][C:11](=[O:14])[NH:10]2)[CH:5]=[CH:6][C:7]=1[F:8].Br[CH2:16][CH2:17][CH2:18][CH2:19][CH2:20][Cl:21], predict the reaction product. The product is: [Cl:21][CH2:20][CH2:19][CH2:18][CH2:17][CH2:16][N:10]1[CH:9]([C:4]2[CH:5]=[CH:6][C:7]([F:8])=[C:2]([F:1])[CH:3]=2)[CH2:13][O:12][C:11]1=[O:14].